Dataset: Full USPTO retrosynthesis dataset with 1.9M reactions from patents (1976-2016). Task: Predict the reactants needed to synthesize the given product. (1) Given the product [Cl:14][C:15]1[C:24]2[C:19](=[CH:20][CH:21]=[C:22]([C:25]([C:3]3[N:4]([CH3:5])[C:12]([CH3:13])=[N:6][CH:2]=3)([C:2]3[N:6]([CH3:7])[C:5]([CH3:8])=[N:4][CH:3]=3)[OH:27])[CH:23]=2)[N:18]=[C:17]([O:29][CH3:30])[C:16]=1[CH2:31][N:32]([CH2:33][CH:34]=[CH2:35])[CH2:36][CH:37]=[CH2:38], predict the reactants needed to synthesize it. The reactants are: Br[C:2]1[N:6]([CH3:7])[C:5]([CH3:8])=[N:4][CH:3]=1.[Li]CC[CH2:12][CH3:13].[Cl:14][C:15]1[C:24]2[C:19](=[CH:20][CH:21]=[C:22]([C:25]([O:27]C)=O)[CH:23]=2)[N:18]=[C:17]([O:29][CH3:30])[C:16]=1[CH2:31][N:32]([CH2:36][CH:37]=[CH2:38])[CH2:33][CH:34]=[CH2:35]. (2) Given the product [CH2:19]([O:18][C:16]([N:1]1[CH2:6][CH2:5][CH2:4][C@@H:3]([C:7]([OH:9])=[O:8])[CH2:2]1)=[O:17])[C:20]1[CH:25]=[CH:24][CH:23]=[CH:22][CH:21]=1, predict the reactants needed to synthesize it. The reactants are: [NH:1]1[CH2:6][CH2:5][CH2:4][C@@H:3]([C:7]([OH:9])=[O:8])[CH2:2]1.C(=O)(O)[O-].[Na+].Cl[C:16]([O:18][CH2:19][C:20]1[CH:25]=[CH:24][CH:23]=[CH:22][CH:21]=1)=[O:17].